This data is from Catalyst prediction with 721,799 reactions and 888 catalyst types from USPTO. The task is: Predict which catalyst facilitates the given reaction. Reactant: [CH4:1].[C:2]1([C:8]2[CH:13]=[CH:12][CH:11]=[CH:10][CH:9]=2)[CH:7]=[CH:6][CH:5]=[CH:4][CH:3]=1.[C:14]1([NH2:21])[CH:19]=[CH:18][CH:17]=[CH:16][C:15]=1[NH2:20]. Product: [C:2]1([C:8]2[CH:9]=[CH:10][CH:11]=[CH:12][CH:13]=2)[CH:7]=[CH:6][CH:5]=[CH:4][CH:3]=1.[C:14]1([NH2:21])[CH:19]=[CH:18][CH:17]=[CH:16][C:15]=1[NH2:20].[CH4:1]. The catalyst class is: 60.